From a dataset of Reaction yield outcomes from USPTO patents with 853,638 reactions. Predict the reaction yield, written as a fraction of the theoretical maximum amount of product (1.0 means a 100% yield; for example, 0.34 means a 34% yield). The reactants are [CH2:1]([NH:8][CH2:9][CH2:10][OH:11])[C:2]1[CH:7]=[CH:6][CH:5]=[CH:4][CH:3]=1.C1(S(O)(=O)=O)C=CC=CC=1.[O:22]1[CH:27]=[CH:26][CH2:25][CH2:24][CH2:23]1.C([O-])([O-])=O.[K+].[K+].[C:34]([OH:41])(=[O:40])/[CH:35]=[CH:36]\[C:37]([OH:39])=[O:38]. The catalyst is C(Cl)Cl.CCOC(C)=O. The product is [C:34]([OH:41])(=[O:40])/[CH:35]=[CH:36]\[C:37]([OH:39])=[O:38].[CH2:1]([NH:8][CH2:9][CH2:10][O:11][CH:23]1[CH2:24][CH2:25][CH2:26][CH2:27][O:22]1)[C:2]1[CH:7]=[CH:6][CH:5]=[CH:4][CH:3]=1. The yield is 0.890.